This data is from Full USPTO retrosynthesis dataset with 1.9M reactions from patents (1976-2016). The task is: Predict the reactants needed to synthesize the given product. (1) The reactants are: [CH3:1][O:2][C:3](=[O:34])[CH2:4][C@H:5]1[C:9]2[CH:10]=[CH:11][C:12]([O:14][C@H:15]3[C:23]4[C:18](=[C:19](B5OC(C)(C)C(C)(C)O5)[CH:20]=[CH:21][C:22]=4[F:24])[CH2:17][CH2:16]3)=[CH:13][C:8]=2[O:7][CH2:6]1.Br[C:36]1[C:41]([CH3:42])=[CH:40][C:39]([C:43]2[CH:48]=[CH:47][CH:46]=[C:45]([CH3:49])[N:44]=2)=[CH:38][C:37]=1[CH3:50].BrC1C=CC(F)=C2C=1CC[C@H]2OC1C=CC2[C@H](CC(OC)=O)COC=2C=1. Given the product [CH3:1][O:2][C:3](=[O:34])[CH2:4][C@H:5]1[C:9]2[CH:8]=[CH:13][C:12]([O:14][C@H:15]3[C:23]4[C:18](=[C:19]([C:36]5[C:37]([CH3:50])=[CH:38][C:39]([C:43]6[CH:48]=[CH:47][CH:46]=[C:45]([CH3:49])[N:44]=6)=[CH:40][C:41]=5[CH3:42])[CH:20]=[CH:21][C:22]=4[F:24])[CH2:17][CH2:16]3)=[CH:11][C:10]=2[O:7][CH2:6]1, predict the reactants needed to synthesize it. (2) Given the product [Cl:43][C:38]1[CH:39]=[CH:40][CH:41]=[CH:42][C:37]=1[CH2:36][CH2:35][N:1]1[CH:5]=[C:4]([C:6]2[CH:11]=[C:10]([C:12]3[N:13]=[N:14][NH:15][C:16]=3[C:17]([F:19])([F:18])[F:20])[CH:9]=[CH:8][N:7]=2)[N:3]=[CH:2]1, predict the reactants needed to synthesize it. The reactants are: [NH:1]1[CH:5]=[C:4]([C:6]2[CH:11]=[C:10]([C:12]3[N:13]=[N:14][N:15](CC4C=CC(OC)=CC=4)[C:16]=3[C:17]([F:20])([F:19])[F:18])[CH:9]=[CH:8][N:7]=2)[N:3]=[CH:2]1.CS(O[CH2:35][CH2:36][C:37]1[CH:42]=[CH:41][CH:40]=[CH:39][C:38]=1[Cl:43])(=O)=O.C([O-])([O-])=O.[K+].[K+].